Task: Predict the reactants needed to synthesize the given product.. Dataset: Full USPTO retrosynthesis dataset with 1.9M reactions from patents (1976-2016) Given the product [F:1][C:2]1[CH:3]=[C:4]([CH2:13][CH2:14][C:15]([O:17][CH2:18][CH3:19])=[O:16])[CH:5]=[C:6]([F:12])[C:7]=1[OH:8], predict the reactants needed to synthesize it. The reactants are: [F:1][C:2]1[CH:3]=[C:4]([CH2:13][CH2:14][C:15]([O:17][CH2:18][CH3:19])=[O:16])[CH:5]=[C:6]([F:12])[C:7]=1[O:8]COC.Cl.O.